From a dataset of Catalyst prediction with 721,799 reactions and 888 catalyst types from USPTO. Predict which catalyst facilitates the given reaction. (1) Product: [Cl:1][C:2]1[N:7]=[C:6]2[N:8]([CH2:21][CH2:20][F:19])[N:9]=[CH:10][C:5]2=[C:4]([N:11]2[CH2:17][CH:16]3[O:18][CH:13]([CH2:14][CH2:15]3)[CH2:12]2)[N:3]=1. The catalyst class is: 1. Reactant: [Cl:1][C:2]1[N:7]=[C:6]2[NH:8][N:9]=[CH:10][C:5]2=[C:4]([N:11]2[CH2:17][CH:16]3[O:18][CH:13]([CH2:14][CH2:15]3)[CH2:12]2)[N:3]=1.[F:19][CH2:20][CH2:21]O.CC(OC(/N=N/C(OC(C)C)=O)=O)C. (2) Reactant: C([O:3][C:4]([C:6]1[CH:7]=[N:8][C:9]([Cl:23])=[CH:10][C:11]=1[NH:12][CH2:13][C:14]1[CH:19]=[CH:18][C:17]([O:20][CH3:21])=[C:16]([Cl:22])[CH:15]=1)=O)C.[H-].[Al+3].[Li+].[H-].[H-].[H-].CC(C)=O. Product: [OH:3][CH2:4][C:6]1[CH:7]=[N:8][C:9]([Cl:23])=[CH:10][C:11]=1[NH:12][CH2:13][C:14]1[CH:19]=[CH:18][C:17]([O:20][CH3:21])=[C:16]([Cl:22])[CH:15]=1. The catalyst class is: 7. (3) Reactant: [Br:1][C:2]1[CH:3]=[CH:4][C:5]([F:21])=[C:6]([C@@:8]([NH:14]S(C(C)(C)C)=O)([CH2:12][OH:13])[CH:9]([F:11])[F:10])[CH:7]=1.[ClH:22].CC(O)C. Product: [NH2:14][C@@:8]([C:6]1[CH:7]=[C:2]([Br:1])[CH:3]=[CH:4][C:5]=1[F:21])([CH:9]([F:10])[F:11])[CH2:12][OH:13].[ClH:22]. The catalyst class is: 2. (4) Reactant: CI.[Br:3][C:4]1[CH:9]=[CH:8][C:7]([NH:10][S:11]([CH3:14])(=[O:13])=[O:12])=[CH:6][CH:5]=1.[C:15](=O)([O-])[O-].[K+].[K+]. Product: [Br:3][C:4]1[CH:5]=[CH:6][C:7]([N:10]([CH3:15])[S:11]([CH3:14])(=[O:13])=[O:12])=[CH:8][CH:9]=1. The catalyst class is: 9. (5) Reactant: C([O:3][C:4]([C:6]1[C:7]([C:13]2[CH:18]=[CH:17][C:16]([Br:19])=[CH:15][CH:14]=2)=[N:8][N:9]([CH3:12])[C:10]=1[CH3:11])=[O:5])C.[OH-].[Na+].Cl. Product: [Br:19][C:16]1[CH:15]=[CH:14][C:13]([C:7]2[C:6]([C:4]([OH:5])=[O:3])=[C:10]([CH3:11])[N:9]([CH3:12])[N:8]=2)=[CH:18][CH:17]=1. The catalyst class is: 12. (6) Reactant: [N:1]1([CH2:6][CH2:7][CH2:8][O:9][C:10]2[CH:15]=[CH:14][C:13]([C:16]3([CH2:22][NH2:23])[CH2:21][CH2:20][O:19][CH2:18][CH2:17]3)=[CH:12][CH:11]=2)[CH2:5][CH2:4][CH2:3][CH2:2]1.[Cl:24][C:25]1[C:34]2[C:29](=[CH:30][CH:31]=[CH:32][CH:33]=2)[C:28](Cl)=[N:27][N:26]=1.C(N(CC)C(C)C)(C)C. Product: [Cl:24][C:25]1[C:34]2[C:29](=[CH:30][CH:31]=[CH:32][CH:33]=2)[C:28]([NH:23][CH2:22][C:16]2([C:13]3[CH:14]=[CH:15][C:10]([O:9][CH2:8][CH2:7][CH2:6][N:1]4[CH2:5][CH2:4][CH2:3][CH2:2]4)=[CH:11][CH:12]=3)[CH2:17][CH2:18][O:19][CH2:20][CH2:21]2)=[N:27][N:26]=1. The catalyst class is: 9. (7) Reactant: [OH:1][C@@H:2]([C@H:4]1[C:34](=[O:35])[N:6]2[C:7]([C:21]([O:23][CH2:24][C:25]3[CH:30]=[CH:29][C:28]([N+:31]([O-:33])=[O:32])=[CH:27][CH:26]=3)=[O:22])=[C:8]([C:11]3[S:15][C:14]4=[C:16]([S:19][CH3:20])[N:17]=[CH:18][N:13]4[CH:12]=3)[C@H:9]([CH3:10])[C@H:5]12)[CH3:3].[N+:36]([C:39]1[CH:46]=[CH:45][C:42]([CH2:43][Br:44])=[CH:41][CH:40]=1)([O-:38])=[O:37]. Product: [Br-:44].[OH:1][C@@H:2]([C@H:4]1[C:34](=[O:35])[N:6]2[C:7]([C:21]([O:23][CH2:24][C:25]3[CH:26]=[CH:27][C:28]([N+:31]([O-:33])=[O:32])=[CH:29][CH:30]=3)=[O:22])=[C:8]([C:11]3[S:15][C:14]4=[C:16]([S:19][CH3:20])[N:17]([CH2:43][C:42]5[CH:45]=[CH:46][C:39]([N+:36]([O-:38])=[O:37])=[CH:40][CH:41]=5)[CH:18]=[N+:13]4[CH:12]=3)[C@H:9]([CH3:10])[C@H:5]12)[CH3:3]. The catalyst class is: 4. (8) Reactant: [Cl:1][C:2]1[N:10]=[C:9]2[C:5]([N:6]=[CH:7][NH:8]2)=[C:4]([Cl:11])[N:3]=1.C([O-])([O-])=O.[K+].[K+].Br[CH2:19][CH2:20][CH3:21].[Al]. Product: [Cl:1][C:2]1[N:10]=[C:9]2[C:5]([N:6]=[CH:7][N:8]2[CH2:19][CH2:20][CH3:21])=[C:4]([Cl:11])[N:3]=1. The catalyst class is: 16.